Dataset: Forward reaction prediction with 1.9M reactions from USPTO patents (1976-2016). Task: Predict the product of the given reaction. (1) The product is: [CH2:1]([N:8]([C:9]1[CH:10]=[C:11]([C:15]2[C:24]3[C:19](=[CH:20][C:21]([O:27][CH3:28])=[C:22]([O:25][CH3:26])[CH:23]=3)[N:18]=[C:17]([NH:29][CH3:30])[N:16]=2)[CH:12]=[CH:13][CH:14]=1)[CH3:31])[C:2]1[CH:3]=[CH:4][CH:5]=[CH:6][CH:7]=1. Given the reactants [CH2:1]([NH:8][C:9]1[CH:10]=[C:11]([C:15]2[C:24]3[C:19](=[CH:20][C:21]([O:27][CH3:28])=[C:22]([O:25][CH3:26])[CH:23]=3)[N:18]=[C:17]([NH:29][CH3:30])[N:16]=2)[CH:12]=[CH:13][CH:14]=1)[C:2]1[CH:7]=[CH:6][CH:5]=[CH:4][CH:3]=1.[CH3:31]I, predict the reaction product. (2) Given the reactants [CH2:1]([N:5]([C:15]1[N:16]([C:24]2[CH:29]=[CH:28][C:27]([Cl:30])=[CH:26][CH:25]=2)[N:17]=[C:18]2[C:23]=1[CH:22]=[CH:21][CH:20]=[CH:19]2)C(NC1CCCCC1)=O)[CH2:2]CC.[CH3:31][O:32]CCN, predict the reaction product. The product is: [Cl:30][C:27]1[CH:26]=[CH:25][C:24]([N:16]2[C:15]([NH:5][CH2:1][CH2:2][O:32][CH3:31])=[C:23]3[C:18]([CH:19]=[CH:20][CH:21]=[CH:22]3)=[N:17]2)=[CH:29][CH:28]=1. (3) Given the reactants [F:1][C:2]([F:51])([F:50])[C:3]1[CH:4]=[C:5]([C@H:13]2[O:17][C:16](=[O:18])[N:15]([CH2:19][C:20]3[CH:25]=[C:24]([C:26]([F:29])([F:28])[F:27])[CH:23]=[CH:22][C:21]=3[C:30]3[CH:31]=[C:32]([C:38]4[CH:43]=[CH:42][C:41]([C:44]([O:46]C)=[O:45])=[CH:40][C:39]=4[CH3:48])[CH:33]=[CH:34][C:35]=3[O:36][CH3:37])[C@H:14]2[CH3:49])[CH:6]=[C:7]([C:9]([F:12])([F:11])[F:10])[CH:8]=1.[OH-].[K+].C(O)C, predict the reaction product. The product is: [F:12][C:9]([F:10])([F:11])[C:7]1[CH:6]=[C:5]([C@H:13]2[O:17][C:16](=[O:18])[N:15]([CH2:19][C:20]3[CH:25]=[C:24]([C:26]([F:29])([F:28])[F:27])[CH:23]=[CH:22][C:21]=3[C:30]3[CH:31]=[C:32]([C:38]4[CH:43]=[CH:42][C:41]([C:44]([OH:46])=[O:45])=[CH:40][C:39]=4[CH3:48])[CH:33]=[CH:34][C:35]=3[O:36][CH3:37])[C@H:14]2[CH3:49])[CH:4]=[C:3]([C:2]([F:1])([F:51])[F:50])[CH:8]=1. (4) The product is: [C:8]1([CH2:14]/[C:15](/[CH3:19])=[CH:16]/[CH:17]=[O:18])[CH2:13][CH2:12][CH2:11][CH2:10][CH:9]=1. Given the reactants [Na+].[Br-].C([O-])(O)=O.[Na+].[C:8]1([CH2:14]/[C:15](/[CH3:19])=[CH:16]/[CH2:17][OH:18])[CH2:13][CH2:12][CH2:11][CH2:10][CH:9]=1.[O-]Cl.[Na+], predict the reaction product.